From a dataset of Forward reaction prediction with 1.9M reactions from USPTO patents (1976-2016). Predict the product of the given reaction. (1) Given the reactants [CH3:1][NH:2][C:3]1[CH:4]=[C:5]([C:9]#[C:10][C:11]2[CH:12]=[N:13][C:14]([NH2:17])=[N:15][CH:16]=2)[CH:6]=[CH:7][CH:8]=1.[C:18]([C:22]1[O:26][N:25]=[C:24]([NH:27][C:28](=[O:36])OC2C=CC=CC=2)[CH:23]=1)([CH3:21])([CH3:20])[CH3:19], predict the reaction product. The product is: [NH2:17][C:14]1[N:15]=[CH:16][C:11]([C:10]#[C:9][C:5]2[CH:4]=[C:3]([N:2]([CH3:1])[C:28]([NH:27][C:24]3[CH:23]=[C:22]([C:18]([CH3:19])([CH3:20])[CH3:21])[O:26][N:25]=3)=[O:36])[CH:8]=[CH:7][CH:6]=2)=[CH:12][N:13]=1. (2) Given the reactants [F:1][C:2]1[CH:3]=[C:4]([C:9]2[CH:17]=[CH:16][CH:15]=[C:14]3[C:10]=2[CH2:11][C:12](=[O:18])[NH:13]3)[CH:5]=[C:6]([F:8])[CH:7]=1.[OH:19][CH:20]([CH2:33][N:34]1[CH2:38][CH2:37][CH2:36][CH2:35]1)[CH2:21][NH:22][C:23]([C:25]1[CH:29]=[C:28]([CH3:30])[NH:27][C:26]=1[CH:31]=O)=[O:24].N1CCCCC1, predict the reaction product. The product is: [OH:19][CH:20]([CH2:33][N:34]1[CH2:35][CH2:36][CH2:37][CH2:38]1)[CH2:21][NH:22][C:23]([C:25]1[CH:29]=[C:28]([CH3:30])[NH:27][C:26]=1/[CH:31]=[C:11]1\[C:12](=[O:18])[NH:13][C:14]2[C:10]\1=[C:9]([C:4]1[CH:3]=[C:2]([F:1])[CH:7]=[C:6]([F:8])[CH:5]=1)[CH:17]=[CH:16][CH:15]=2)=[O:24]. (3) Given the reactants [C:1]1([NH:7][C:8]2[CH:14]=[CH:13][C:11](N)=[CH:10][CH:9]=2)[CH:6]=[CH:5]C=CC=1.OC1CCCO1, predict the reaction product. The product is: [NH:7]1[C:8]2[C:9](=[CH:10][CH:11]=[CH:13][CH:14]=2)[CH2:5][CH2:6][CH2:1]1.